Dataset: Full USPTO retrosynthesis dataset with 1.9M reactions from patents (1976-2016). Task: Predict the reactants needed to synthesize the given product. Given the product [N:5]1[CH:6]=[CH:7][CH:8]=[CH:9][C:4]=1[CH2:3][O:21][C:19]1[CH:18]=[CH:17][C:15]2[N:16]=[C:12]([C:10]#[N:11])[S:13][C:14]=2[CH:20]=1, predict the reactants needed to synthesize it. The reactants are: Br.Br[CH2:3][C:4]1[CH:9]=[CH:8][CH:7]=[CH:6][N:5]=1.[C:10]([C:12]1[S:13][C:14]2[CH:20]=[C:19]([OH:21])[CH:18]=[CH:17][C:15]=2[N:16]=1)#[N:11].C(=O)([O-])[O-].[K+].[K+].